Predict the reactants needed to synthesize the given product. From a dataset of Full USPTO retrosynthesis dataset with 1.9M reactions from patents (1976-2016). (1) Given the product [F:1][C@H:2]1[C@H:7]([O:8][C:9]2[CH:10]=[CH:11][CH:12]=[C:13]3[C:18]=2[N:17]=[C:16]([C:19]2[N:23]4[CH:24]=[CH:25][C:26]([C:28]5[CH:29]=[N:30][CH:31]=[CH:32][CH:33]=5)=[CH:27][C:22]4=[N:21][CH:20]=2)[CH:15]=[CH:14]3)[CH2:6][CH2:5][NH:4][CH2:3]1, predict the reactants needed to synthesize it. The reactants are: [F:1][C@H:2]1[C@H:7]([O:8][C:9]2[CH:10]=[CH:11][CH:12]=[C:13]3[C:18]=2[N:17]=[C:16]([C:19]2[N:23]4[CH:24]=[CH:25][C:26]([C:28]5[CH:29]=[N:30][CH:31]=[CH:32][CH:33]=5)=[CH:27][C:22]4=[N:21][CH:20]=2)[CH:15]=[CH:14]3)[CH2:6][CH2:5][N:4](C(OC(C)(C)C)=O)[CH2:3]1.C(O)(C(F)(F)F)=O. (2) Given the product [NH2:19][CH:15]1[CH2:14][C:13]([CH3:26])([CH3:27])[C:12]2[CH:28]=[CH:29][C:9]([NH:8][C:5]3[N:4]=[C:3]([NH:30][C:31]4[C:40]([F:41])=[CH:39][CH:38]=[CH:37][C:32]=4[C:33]([NH:35][CH3:36])=[O:34])[C:2]([Cl:1])=[CH:7][N:6]=3)=[CH:10][C:11]=2[NH:17][C:16]1=[O:18], predict the reactants needed to synthesize it. The reactants are: [Cl:1][C:2]1[C:3]([NH:30][C:31]2[C:40]([F:41])=[CH:39][CH:38]=[CH:37][C:32]=2[C:33]([NH:35][CH3:36])=[O:34])=[N:4][C:5]([NH:8][C:9]2[CH:29]=[CH:28][C:12]3[C:13]([CH3:27])([CH3:26])[CH2:14][CH:15]([NH:19]C(=O)C(F)(F)F)[C:16](=[O:18])[NH:17][C:11]=3[CH:10]=2)=[N:6][CH:7]=1.[NH4+].[OH-].C1COCC1.[OH-].[Na+].